This data is from Catalyst prediction with 721,799 reactions and 888 catalyst types from USPTO. The task is: Predict which catalyst facilitates the given reaction. (1) Reactant: [CH3:1][C@H:2]1[CH2:7][CH2:6][NH:5][CH2:4][C@@H:3]1[NH:8][C:9]1[C:10]2[CH:17]=[CH:16][NH:15][C:11]=2[N:12]=[CH:13][N:14]=1.C([O-])(O)=O.[Na+].[C:23](Cl)(=[O:26])[CH:24]=[CH2:25].CCOC(C)=O.CO. Product: [N:12]1[C:11]2[NH:15][CH:16]=[CH:17][C:10]=2[C:9]([NH:8][C@@H:3]2[C@@H:2]([CH3:1])[CH2:7][CH2:6][N:5]([C:23](=[O:26])[CH:24]=[CH2:25])[CH2:4]2)=[N:14][CH:13]=1. The catalyst class is: 20. (2) Reactant: [CH2:1]([N:8]([CH3:12])[C:9]([Cl:11])=[O:10])[C:2]1[CH:7]=[CH:6][CH:5]=[CH:4][CH:3]=1.[CH2:13](NCC)C1C=CC=CC=1.CC#N.O.CC#N. Product: [CH2:1]([N:8]([CH2:12][CH3:13])[C:9]([Cl:11])=[O:10])[C:2]1[CH:7]=[CH:6][CH:5]=[CH:4][CH:3]=1. The catalyst class is: 6. (3) Reactant: [S:1]1[CH:5]=[CH:4][C:3]([NH:6][C:7](=[O:13])[O:8][C:9]([CH3:12])([CH3:11])[CH3:10])=[CH:2]1.[Br:14]N1C(=O)CCC1=O. Product: [Br:14][C:2]1[S:1][CH:5]=[CH:4][C:3]=1[NH:6][C:7](=[O:13])[O:8][C:9]([CH3:10])([CH3:12])[CH3:11]. The catalyst class is: 2. (4) Reactant: FC(F)(F)C(O)=O.[NH2:8][C:9]1[N:17]=[CH:16][N:15]=[C:14]2[C:10]=1[N:11]=[CH:12][N:13]2[C@H:18]1[C@@H:22]2[O:23]C(C)(C)[O:25][C@@H:21]2[C@@H:20]([CH2:28][N:29]([CH3:47])[CH2:30][CH2:31][CH2:32][NH:33][C:34]([NH:36][C:37]2[CH:42]=[CH:41][C:40]([C:43]([CH3:46])([CH3:45])[CH3:44])=[CH:39][CH:38]=2)=[O:35])[CH2:19]1. Product: [NH2:8][C:9]1[N:17]=[CH:16][N:15]=[C:14]2[C:10]=1[N:11]=[CH:12][N:13]2[C@@H:18]1[CH2:19][C@H:20]([CH2:28][N:29]([CH3:47])[CH2:30][CH2:31][CH2:32][NH:33][C:34]([NH:36][C:37]2[CH:38]=[CH:39][C:40]([C:43]([CH3:45])([CH3:46])[CH3:44])=[CH:41][CH:42]=2)=[O:35])[C@@H:21]([OH:25])[C@H:22]1[OH:23]. The catalyst class is: 6. (5) Reactant: Cl[Si](C)(C)C.Br[C:7]([F:14])([F:13])[C:8]([O:10][CH2:11][CH3:12])=[O:9].N1([CH2:24][N:25]([CH2:33][C:34]2[CH:39]=[CH:38][CH:37]=[CH:36][CH:35]=2)[CH2:26][CH2:27][C:28]([O:30][CH2:31][CH3:32])=[O:29])C2C=CC=CC=2N=N1.O. Product: [CH2:33]([N:25]([CH2:24][C:7]([F:14])([F:13])[C:8]([O:10][CH2:11][CH3:12])=[O:9])[CH2:26][CH2:27][C:28]([O:30][CH2:31][CH3:32])=[O:29])[C:34]1[CH:39]=[CH:38][CH:37]=[CH:36][CH:35]=1. The catalyst class is: 324.